The task is: Predict which catalyst facilitates the given reaction.. This data is from Catalyst prediction with 721,799 reactions and 888 catalyst types from USPTO. (1) Reactant: [NH2:1][C:2]1[N:7]2[N:8]=[C:9]([C:11]3[O:12][CH:13]=[CH:14][CH:15]=3)[N:10]=[C:6]2[CH:5]=[C:4]([CH:16]=[O:17])[N:3]=1.S(=O)(=O)([OH:20])N.Cl[O-].[Na+]. Product: [NH2:1][C:2]1[N:7]2[N:8]=[C:9]([C:11]3[O:12][CH:13]=[CH:14][CH:15]=3)[N:10]=[C:6]2[CH:5]=[C:4]([C:16]([OH:20])=[O:17])[N:3]=1. The catalyst class is: 86. (2) The catalyst class is: 17. Product: [C:24]1([NH:23][C:19]2[N:18]=[C:17]([C:16]3[C:8]([C:4]4[CH:3]=[C:2]([NH:1][C:34](=[O:41])[C:35]5[CH:40]=[CH:39][CH:38]=[N:37][CH:36]=5)[CH:7]=[CH:6][CH:5]=4)=[N:9][N:10]4[CH:15]=[CH:14][CH:13]=[CH:12][C:11]=34)[CH:22]=[CH:21][N:20]=2)[CH:29]=[CH:28][CH:27]=[CH:26][CH:25]=1. Reactant: [NH2:1][C:2]1[CH:3]=[C:4]([C:8]2[C:16]([C:17]3[CH:22]=[CH:21][N:20]=[C:19]([NH:23][C:24]4[CH:29]=[CH:28][CH:27]=[CH:26][CH:25]=4)[N:18]=3)=[C:11]3[CH:12]=[CH:13][CH:14]=[CH:15][N:10]3[N:9]=2)[CH:5]=[CH:6][CH:7]=1.C(Cl)Cl.Cl.[C:34](Cl)(=[O:41])[C:35]1[CH:40]=[CH:39][CH:38]=[N:37][CH:36]=1. (3) Reactant: [CH2:1]([O:8][C:9]1[C:14]([C:15]2[CH:20]=[CH:19][C:18]([CH3:21])=[CH:17][CH:16]=2)=[CH:13][C:12]([C:22](=[O:24])[CH3:23])=[CH:11][C:10]=1[C:25]([CH3:28])([CH3:27])[CH3:26])[C:2]1[CH:7]=[CH:6][CH:5]=[CH:4][CH:3]=1.[C:29]([C:32]1[CH:39]=[CH:38][C:35]([CH:36]=O)=[CH:34][CH:33]=1)([OH:31])=[O:30].[OH-].[K+].Cl. Product: [CH2:1]([O:8][C:9]1[C:14]([C:15]2[CH:16]=[CH:17][C:18]([CH3:21])=[CH:19][CH:20]=2)=[CH:13][C:12]([C:22](=[O:24])/[CH:23]=[CH:36]/[C:35]2[CH:38]=[CH:39][C:32]([C:29]([OH:31])=[O:30])=[CH:33][CH:34]=2)=[CH:11][C:10]=1[C:25]([CH3:28])([CH3:27])[CH3:26])[C:2]1[CH:7]=[CH:6][CH:5]=[CH:4][CH:3]=1. The catalyst class is: 5. (4) Reactant: [O:1]1[C:5]2[CH:6]=[CH:7][CH:8]=[CH:9][C:4]=2[CH:3]=[C:2]1[C:10]([NH:12][CH2:13][C:14]1[C:15]([CH3:29])=[CH:16][C:17]([NH:21]C(=O)OC(C)(C)C)=[N:18][C:19]=1[CH3:20])=[O:11].Cl. Product: [NH2:21][C:17]1[N:18]=[C:19]([CH3:20])[C:14]([CH2:13][NH:12][C:10]([C:2]2[O:1][C:5]3[CH:6]=[CH:7][CH:8]=[CH:9][C:4]=3[CH:3]=2)=[O:11])=[C:15]([CH3:29])[CH:16]=1. The catalyst class is: 12. (5) Reactant: [N:1]1([CH2:7][CH2:8][CH2:9][NH2:10])[CH2:6][CH2:5][O:4][CH2:3][CH2:2]1.Cl[C:12]1[N:13]=[N+:14]([O-:23])[C:15]2[CH:21]=[C:20]([CH3:22])[CH:19]=[CH:18][C:16]=2[N:17]=1. Product: [CH3:22][C:20]1[CH:19]=[CH:18][C:16]2[N:17]=[C:12]([NH:10][CH2:9][CH2:8][CH2:7][N:1]3[CH2:6][CH2:5][O:4][CH2:3][CH2:2]3)[N:13]=[N+:14]([O-:23])[C:15]=2[CH:21]=1. The catalyst class is: 57. (6) Reactant: [NH2:1][CH:2]([C:10]([N:12]1[CH2:17][CH2:16][CH2:15][CH2:14][CH:13]1[C:18](=[O:35])[NH:19][CH:20]([C:32](=[O:34])[NH2:33])[CH2:21][C:22]1[CH:31]=[CH:30][C:29]2[C:24](=[CH:25][CH:26]=[CH:27][CH:28]=2)[CH:23]=1)=[O:11])[CH2:3][S:4][CH2:5][P:6](=[O:9])([OH:8])[OH:7].[C:36]1([CH2:42][S:43](Cl)(=[O:45])=[O:44])[CH:41]=[CH:40][CH:39]=[CH:38][CH:37]=1.N1C=CC=CC=1. Product: [C:32]([CH:20]([NH:19][C:18]([CH:13]1[CH2:14][CH2:15][CH2:16][CH2:17][N:12]1[C:10](=[O:11])[CH:2]([NH:1][S:43]([CH2:42][C:36]1[CH:41]=[CH:40][CH:39]=[CH:38][CH:37]=1)(=[O:45])=[O:44])[CH2:3][S:4][CH2:5][P:6](=[O:8])([OH:7])[OH:9])=[O:35])[CH2:21][C:22]1[CH:31]=[CH:30][C:29]2[C:24](=[CH:25][CH:26]=[CH:27][CH:28]=2)[CH:23]=1)(=[O:34])[NH2:33]. The catalyst class is: 2. (7) Reactant: Cl.Cl.[CH:3]1([NH:6][C:7]([NH:9][C:10]2[CH:15]=[CH:14][C:13]([O:16][C:17]3[CH:22]=[CH:21][N:20]=[C:19]4[CH:23]=[C:24]([C:26]5[CH2:27][CH2:28][NH:29][CH2:30][CH:31]=5)[S:25][C:18]=34)=[C:12]([F:32])[CH:11]=2)=[O:8])[CH2:5][CH2:4]1.C([O-])(O)=O.[Na+]. Product: [CH:3]1([NH:6][C:7]([NH:9][C:10]2[CH:15]=[CH:14][C:13]([O:16][C:17]3[CH:22]=[CH:21][N:20]=[C:19]4[CH:23]=[C:24]([C:26]5[CH2:27][CH2:28][NH:29][CH2:30][CH:31]=5)[S:25][C:18]=34)=[C:12]([F:32])[CH:11]=2)=[O:8])[CH2:5][CH2:4]1. The catalyst class is: 25.